Dataset: Catalyst prediction with 721,799 reactions and 888 catalyst types from USPTO. Task: Predict which catalyst facilitates the given reaction. (1) Reactant: Cl[C:2]1[CH:7]=[CH:6][N+:5]([O-:8])=[C:4]([CH3:9])[C:3]=1[CH3:10].[OH-].[Na+].[CH2:13]([OH:21])[CH2:14][CH2:15][CH2:16][CH2:17][CH2:18][CH2:19][CH3:20].Cl. Product: [CH2:13]([O:21][C:2]1[CH:7]=[CH:6][N+:5]([O-:8])=[C:4]([CH3:9])[C:3]=1[CH3:10])[CH2:14][CH2:15][CH2:16][CH2:17][CH2:18][CH2:19][CH3:20]. The catalyst class is: 226. (2) The catalyst class is: 49. Product: [C:1]([O:5][C:6](=[O:7])[CH2:8][C@H:9]([NH:12][S:13]([C:16]1[CH:24]=[CH:23][C:19]([C:20](=[O:22])[NH2:40])=[CH:18][C:17]=1[O:25][CH2:26][CH2:27][C:28]1[CH:37]=[CH:36][CH:35]=[C:34]2[C:29]=1[CH:30]=[CH:31][CH:32]=[N:33]2)(=[O:14])=[O:15])[C:10]#[N:11])([CH3:4])([CH3:2])[CH3:3]. Reactant: [C:1]([O:5][C:6]([CH2:8][C@H:9]([NH:12][S:13]([C:16]1[CH:24]=[CH:23][C:19]([C:20]([OH:22])=O)=[CH:18][C:17]=1[O:25][CH2:26][CH2:27][C:28]1[CH:37]=[CH:36][CH:35]=[C:34]2[C:29]=1[CH:30]=[CH:31][CH:32]=[N:33]2)(=[O:15])=[O:14])[C:10]#[N:11])=[O:7])([CH3:4])([CH3:3])[CH3:2].CC[N:40]=C=NCCCN(C)C.C1C=CC2N(O)N=NC=2C=1.CN1CCOCC1.[NH4+].[OH-]. (3) Reactant: [NH:1]1[CH2:11][CH2:10][CH:4]([C:5]([O:7][CH2:8][CH3:9])=[O:6])[CH2:3][CH2:2]1.N1C=CC=CC=1.[CH3:18][S:19](Cl)(=[O:21])=[O:20]. Product: [CH3:18][S:19]([N:1]1[CH2:2][CH2:3][CH:4]([C:5]([O:7][CH2:8][CH3:9])=[O:6])[CH2:10][CH2:11]1)(=[O:21])=[O:20]. The catalyst class is: 2. (4) Reactant: [CH:1](=[O:8])[C:2]1[CH:7]=[CH:6][CH:5]=[CH:4][CH:3]=1.[CH:9]([Mg]Br)=[CH2:10]. Product: [CH:9]([CH:1]([C:2]1[CH:7]=[CH:6][CH:5]=[CH:4][CH:3]=1)[OH:8])=[CH2:10]. The catalyst class is: 1.